This data is from Forward reaction prediction with 1.9M reactions from USPTO patents (1976-2016). The task is: Predict the product of the given reaction. (1) Given the reactants [NH:1]([C:9]([O:11][C:12]([CH3:15])([CH3:14])[CH3:13])=[O:10])[C@@H:2]([C:6]([OH:8])=O)[CH:3]([CH3:5])[CH3:4].[CH:16]1[CH:17]=[CH:18][C:19]2N(O)N=N[C:20]=2[CH:21]=1.CN(C(ON1[N:42]=[N:41][C:36]2C=CC=CC1=2)=[N+](C)C)C.F[P-](F)(F)(F)(F)F.CC[N:52]([CH2:55]C)CC.C(O)(C(F)(F)F)=[O:58], predict the reaction product. The product is: [NH2:52][CH2:55][C:20]1[CH:19]=[CH:18][C:17]([C:36]([NH:41][NH:42][C:6](=[O:8])[C@H:2]([NH:1][C:9]([O:11][C:12]([CH3:15])([CH3:14])[CH3:13])=[O:10])[CH:3]([CH3:4])[CH3:5])=[O:58])=[CH:16][CH:21]=1. (2) Given the reactants [C:1]([OH:20])(=[O:19])[CH2:2][CH2:3][CH2:4][CH2:5][CH2:6][CH2:7][CH2:8][CH2:9][CH2:10][CH2:11][CH2:12][CH2:13][CH2:14][CH2:15][CH:16]([CH3:18])[CH3:17].[CH2:25]([OH:24])[CH:26]([OH:29])[CH2:27][O:24][CH2:25][CH:26]([OH:29])[CH2:27]O.[CH2:32]([C:41]([OH:43])=[O:42])/[C:33](/[C:38]([OH:40])=[O:39])=[CH:34]\[C:35]([OH:37])=[O:36].[C:44]([OH:57])(=[O:56])[CH2:45][CH2:46][CH2:47][CH2:48][CH2:49][CH2:50][CH2:51][CH2:52][C:53]([OH:55])=[O:54], predict the reaction product. The product is: [C:44]([O:57][CH2:27][CH:26]([CH2:25][OH:24])[OH:29])(=[O:56])[CH2:45][CH2:46][CH2:47][CH2:48][CH2:49][CH2:50][CH2:51][CH2:52][C:53]([O-:55])=[O:54].[CH2:34]([C:35]([OH:37])=[O:36])/[C:33](/[C:38]([OH:40])=[O:39])=[CH:32]\[C:41]([OH:43])=[O:42].[C:1]([O-:20])(=[O:19])[CH2:2][CH2:3][CH2:4][CH2:5][CH2:6][CH2:7][CH2:8][CH2:9][CH2:10][CH2:11][CH2:12][CH2:13][CH2:14][CH2:15][CH:16]([CH3:17])[CH3:18]. (3) The product is: [CH3:13][O:12][N:11]([CH3:10])[C:6]([C:2]1[S:1][CH:5]=[CH:4][CH:3]=1)=[O:8]. Given the reactants [S:1]1[CH:5]=[CH:4][CH:3]=[C:2]1[C:6]([OH:8])=O.Cl.[CH3:10][NH:11][O:12][CH3:13].CCN=C=NCCCN(C)C.C1C=CC2N(O)N=NC=2C=1.CCN(CC)CC, predict the reaction product. (4) Given the reactants [CH3:1][O:2][C:3](=[O:11])[C:4]1[C:5](=[CH:7][CH:8]=[CH:9][CH:10]=1)[NH2:6].[F:12][C:13]1[CH:20]=[CH:19][C:16]([CH:17]=O)=[CH:15][CH:14]=1.C(O[BH-](OC(=O)C)OC(=O)C)(=O)C.[Na+].C(=O)(O)[O-].[Na+], predict the reaction product. The product is: [CH3:1][O:2][C:3](=[O:11])[C:4]1[CH:10]=[CH:9][CH:8]=[CH:7][C:5]=1[NH:6][CH2:17][C:16]1[CH:19]=[CH:20][C:13]([F:12])=[CH:14][CH:15]=1. (5) Given the reactants [CH3:1][O:2][C:3]1[CH:8]=[CH:7][C:6]([C:9]#[CH:10])=[CH:5][CH:4]=1.I[C:12]1[CH:17]=[CH:16][N:15]=[CH:14][CH:13]=1, predict the reaction product. The product is: [CH3:1][O:2][C:3]1[CH:8]=[CH:7][C:6]([C:9]#[C:10][C:12]2[CH:17]=[CH:16][N:15]=[CH:14][CH:13]=2)=[CH:5][CH:4]=1. (6) Given the reactants C([N:8]1[CH2:17][CH2:16][C:15]2[C:14]([NH:18][CH2:19][C:20]3[CH:25]=[CH:24][C:23]([Cl:26])=[CH:22][C:21]=3[Cl:27])=[N:13][C:12]([O:28][S:29]([C:32]3[CH:37]=[CH:36][C:35]([CH3:38])=[CH:34][CH:33]=3)(=[O:31])=[O:30])=[N:11][C:10]=2[CH2:9]1)C1C=CC=CC=1.ClC(OC(Cl)C)=O, predict the reaction product. The product is: [ClH:26].[Cl:27][C:21]1[CH:22]=[C:23]([Cl:26])[CH:24]=[CH:25][C:20]=1[CH2:19][NH:18][C:14]1[C:15]2[CH2:16][CH2:17][NH:8][CH2:9][C:10]=2[N:11]=[C:12]([O:28][S:29]([C:32]2[CH:33]=[CH:34][C:35]([CH3:38])=[CH:36][CH:37]=2)(=[O:31])=[O:30])[N:13]=1. (7) Given the reactants [C:1]([O:5][C:6]([N:8]1[CH2:13][CH2:12][CH:11]([C:14]([OH:16])=O)[CH2:10][CH2:9]1)=[O:7])([CH3:4])([CH3:3])[CH3:2].[NH2:17][C@H:18]1[CH2:22][CH2:21][N:20]([CH2:23][C:24]2[CH:29]=[CH:28][CH:27]=[CH:26][CH:25]=2)[CH2:19]1.Cl.CN(C)CCCN=C=NCC, predict the reaction product. The product is: [C:1]([O:5][C:6]([N:8]1[CH2:9][CH2:10][CH:11]([C:14](=[O:16])[NH:17][C@H:18]2[CH2:22][CH2:21][N:20]([CH2:23][C:24]3[CH:29]=[CH:28][CH:27]=[CH:26][CH:25]=3)[CH2:19]2)[CH2:12][CH2:13]1)=[O:7])([CH3:2])([CH3:3])[CH3:4]. (8) Given the reactants [CH3:1][NH:2][NH2:3].C([O:6][C:7](=O)[CH2:8][C:9]([C:11]1[CH:16]=[CH:15][C:14]([O:17][CH:18]([CH3:20])[CH3:19])=[C:13]([CH3:21])[CH:12]=1)=O)C, predict the reaction product. The product is: [OH:6][C:7]1[N:2]([CH3:1])[N:3]=[C:9]([C:11]2[CH:16]=[CH:15][C:14]([O:17][CH:18]([CH3:20])[CH3:19])=[C:13]([CH3:21])[CH:12]=2)[CH:8]=1. (9) Given the reactants [C:9](O[C:9]([O:11][C:12]([CH3:15])([CH3:14])[CH3:13])=[O:10])([O:11][C:12]([CH3:15])([CH3:14])[CH3:13])=[O:10].C(N(CC)CC)C.[CH2:23]([O:25][C:26]([C:28]1[C:29]2[C:37](=[O:38])[CH2:36][CH2:35][CH2:34][CH2:33][C:30]=2[NH:31][CH:32]=1)=[O:27])[CH3:24].C(=O)(O)[O-].[Na+], predict the reaction product. The product is: [CH2:23]([O:25][C:26]([C:28]1[C:29]2[C:37](=[O:38])[CH2:36][CH2:35][CH2:34][CH2:33][C:30]=2[N:31]([C:9]([O:11][C:12]([CH3:13])([CH3:14])[CH3:15])=[O:10])[CH:32]=1)=[O:27])[CH3:24]. (10) Given the reactants Cl[C:2]1[CH:3]=[C:4]([C:9]2[N:13]3[CH:14]=[CH:15][C:16]([C:19]([OH:22])([CH3:21])[CH3:20])=[C:17]([F:18])[C:12]3=[N:11][CH:10]=2)[CH:5]=[CH:6][C:7]=1[F:8].[CH3:23][O:24][C:25]1[CH:30]=[CH:29][C:28](B(O)O)=[CH:27][N:26]=1, predict the reaction product. The product is: [F:18][C:17]1[C:12]2[N:13]([C:9]([C:4]3[CH:5]=[CH:6][C:7]([F:8])=[C:2]([C:28]4[CH:29]=[CH:30][C:25]([O:24][CH3:23])=[N:26][CH:27]=4)[CH:3]=3)=[CH:10][N:11]=2)[CH:14]=[CH:15][C:16]=1[C:19]([OH:22])([CH3:21])[CH3:20].